Dataset: NCI-60 drug combinations with 297,098 pairs across 59 cell lines. Task: Regression. Given two drug SMILES strings and cell line genomic features, predict the synergy score measuring deviation from expected non-interaction effect. (1) Drug 1: C1C(C(OC1N2C=C(C(=O)NC2=O)F)CO)O. Drug 2: CC(C)(C#N)C1=CC(=CC(=C1)CN2C=NC=N2)C(C)(C)C#N. Cell line: NCI-H460. Synergy scores: CSS=59.6, Synergy_ZIP=0.544, Synergy_Bliss=-0.489, Synergy_Loewe=-27.1, Synergy_HSA=-0.219. (2) Drug 1: CNC(=O)C1=CC=CC=C1SC2=CC3=C(C=C2)C(=NN3)C=CC4=CC=CC=N4. Drug 2: CC1=C(N=C(N=C1N)C(CC(=O)N)NCC(C(=O)N)N)C(=O)NC(C(C2=CN=CN2)OC3C(C(C(C(O3)CO)O)O)OC4C(C(C(C(O4)CO)O)OC(=O)N)O)C(=O)NC(C)C(C(C)C(=O)NC(C(C)O)C(=O)NCCC5=NC(=CS5)C6=NC(=CS6)C(=O)NCCC[S+](C)C)O. Cell line: K-562. Synergy scores: CSS=58.3, Synergy_ZIP=-1.33, Synergy_Bliss=-2.68, Synergy_Loewe=-6.30, Synergy_HSA=-2.82. (3) Drug 1: CC(C)(C#N)C1=CC(=CC(=C1)CN2C=NC=N2)C(C)(C)C#N. Drug 2: CN(CCCl)CCCl.Cl. Cell line: NCI/ADR-RES. Synergy scores: CSS=4.99, Synergy_ZIP=0.721, Synergy_Bliss=8.68, Synergy_Loewe=1.19, Synergy_HSA=1.31. (4) Drug 1: CN(CCCl)CCCl.Cl. Drug 2: C(CCl)NC(=O)N(CCCl)N=O. Cell line: DU-145. Synergy scores: CSS=45.5, Synergy_ZIP=-2.76, Synergy_Bliss=-1.56, Synergy_Loewe=-27.9, Synergy_HSA=0.731. (5) Drug 1: CC1C(C(CC(O1)OC2CC(CC3=C2C(=C4C(=C3O)C(=O)C5=C(C4=O)C(=CC=C5)OC)O)(C(=O)C)O)N)O.Cl. Drug 2: C1C(C(OC1N2C=NC3=C2NC=NCC3O)CO)O. Cell line: SNB-75. Synergy scores: CSS=-0.910, Synergy_ZIP=-2.71, Synergy_Bliss=-7.67, Synergy_Loewe=-25.5, Synergy_HSA=-7.76.